From a dataset of hERG Central: cardiac toxicity at 1µM, 10µM, and general inhibition. Predict hERG channel inhibition at various concentrations. The drug is CCN1CCN(CCCOc2ccc(-c3ccccc3)cc2)CC1. Results: hERG_inhib (hERG inhibition (general)): blocker.